This data is from Forward reaction prediction with 1.9M reactions from USPTO patents (1976-2016). The task is: Predict the product of the given reaction. Given the reactants [CH3:1][C:2]1([CH3:18])[O:7][C:6]2[CH:8]=[CH:9][C:10]([C@H:12]3[O:16][C:15](=[O:17])[NH:14][CH2:13]3)=[CH:11][C:5]=2[CH2:4][O:3]1.[H-].[Na+].Br[CH2:22][CH2:23][CH2:24][CH2:25][CH2:26][CH2:27][O:28][CH2:29][CH2:30][OH:31].P([O-])([O-])([O-])=O, predict the reaction product. The product is: [CH3:1][C:2]1([CH3:18])[O:7][C:6]2[CH:8]=[CH:9][C:10]([CH:12]3[O:16][C:15](=[O:17])[N:14]([CH2:22][CH2:23][CH2:24][CH2:25][CH2:26][CH2:27][O:28][CH2:29][CH2:30][OH:31])[CH2:13]3)=[CH:11][C:5]=2[CH2:4][O:3]1.